From a dataset of Forward reaction prediction with 1.9M reactions from USPTO patents (1976-2016). Predict the product of the given reaction. (1) Given the reactants C(OC([N:8]1[CH2:13][CH2:12][N:11]([C:14]2[CH:19]=[CH:18][C:17]([C:20]([CH:22]3[CH2:26][CH2:25][CH2:24][CH2:23]3)=[O:21])=[CH:16][C:15]=2[F:27])[CH2:10][CH2:9]1)=O)(C)(C)C.F[C:29](F)(F)[C:30]([OH:32])=O, predict the reaction product. The product is: [CH:22]1([C:20]([C:17]2[CH:18]=[CH:19][C:14]([N:11]3[CH2:12][CH2:13][N:8]([CH:29]([C:19]4[CH:14]=[CH:15][CH:16]=[CH:17][CH:18]=4)[C:30]([N:8]([CH2:13][CH3:12])[CH2:9][CH3:10])=[O:32])[CH2:9][CH2:10]3)=[C:15]([F:27])[CH:16]=2)=[O:21])[CH2:23][CH2:24][CH2:25][CH2:26]1. (2) The product is: [CH3:20][N:21]1[C:29]2[C:24](=[CH:25][C:26]([C:2]3[CH:10]=[C:9]4[C:5]([CH:6]=[N:7][NH:8]4)=[C:4]([NH:11][C:12]([C:14]4[CH:19]=[CH:18][CH:17]=[CH:16][N:15]=4)=[O:13])[CH:3]=3)=[CH:27][CH:28]=2)[CH:23]=[CH:22]1. Given the reactants Br[C:2]1[CH:10]=[C:9]2[C:5]([CH:6]=[N:7][NH:8]2)=[C:4]([NH:11][C:12]([C:14]2[CH:19]=[CH:18][CH:17]=[CH:16][N:15]=2)=[O:13])[CH:3]=1.[CH3:20][N:21]1[C:29]2[C:24](=[CH:25][C:26](B(O)O)=[CH:27][CH:28]=2)[CH:23]=[CH:22]1.C(=O)([O-])[O-].[Na+].[Na+], predict the reaction product. (3) Given the reactants CC(C)([O-])C.[K+].[NH:7]1[C:15]2[C:10](=[CH:11][CH:12]=[CH:13][CH:14]=2)[C:9]([C:16]([O:18][CH3:19])=[O:17])=[CH:8]1.Cl[C:21]1[N:26]=[CH:25][CH:24]=[CH:23][N:22]=1, predict the reaction product. The product is: [N:22]1[CH:23]=[CH:24][CH:25]=[N:26][C:21]=1[N:7]1[C:15]2[C:10](=[CH:11][CH:12]=[CH:13][CH:14]=2)[C:9]([C:16]([O:18][CH3:19])=[O:17])=[CH:8]1.